This data is from HIV replication inhibition screening data with 41,000+ compounds from the AIDS Antiviral Screen. The task is: Binary Classification. Given a drug SMILES string, predict its activity (active/inactive) in a high-throughput screening assay against a specified biological target. The drug is C=C1SC(=Nc2c(C)cccc2C)N(c2nc(Cl)nc(Cl)n2)C12CCCCC2. The result is 0 (inactive).